This data is from Full USPTO retrosynthesis dataset with 1.9M reactions from patents (1976-2016). The task is: Predict the reactants needed to synthesize the given product. (1) Given the product [F:1][C:2]1[C:7]([F:8])=[CH:6][CH:5]=[CH:4][C:3]=1[C:9]1[N:17]=[C:12]2[CH:13]=[N:14][N:15]([CH2:19][C:20]3[O:24][N:23]=[C:22]([C:25]4[CH:30]=[CH:29][C:28]([C:31]([F:34])([F:33])[F:32])=[CH:27][C:26]=4[F:35])[CH:21]=3)[CH:16]=[C:11]2[N:10]=1, predict the reactants needed to synthesize it. The reactants are: [F:1][C:2]1[C:7]([F:8])=[CH:6][CH:5]=[CH:4][C:3]=1[C:9]1[N:17]=[C:12]2[CH:13]=[N:14][NH:15][CH:16]=[C:11]2[N:10]=1.Cl[CH2:19][C:20]1[O:24][N:23]=[C:22]([C:25]2[CH:30]=[CH:29][C:28]([C:31]([F:34])([F:33])[F:32])=[CH:27][C:26]=2[F:35])[CH:21]=1. (2) Given the product [CH2:1]([CH:3]([CH2:7][CH:8]([CH2:12][CH3:13])[C:9]([O:11][CH2:1][CH:3]([CH3:7])[CH3:4])=[O:10])[C:4]([O:6][CH2:14][CH:15]([CH3:17])[CH3:16])=[O:5])[CH3:2], predict the reactants needed to synthesize it. The reactants are: [CH2:1]([CH:3]([CH2:7][CH:8]([CH2:12][CH3:13])[C:9]([OH:11])=[O:10])[C:4]([OH:6])=[O:5])[CH3:2].[CH2:14](O)[CH:15]([CH3:17])[CH3:16].[O-2].[Mg+2]. (3) Given the product [C:1]([O:5][CH2:6][C@H:7]([N:11]([CH3:18])[C:12](=[O:17])[CH2:13][CH2:14][CH:15]=[CH2:16])[C:8]([O:10][CH2:20][C:19]#[N:21])=[O:9])([CH3:4])([CH3:3])[CH3:2], predict the reactants needed to synthesize it. The reactants are: [C:1]([O:5][CH2:6][C@H:7]([N:11]([CH3:18])[C:12](=[O:17])[CH2:13][CH2:14][CH:15]=[CH2:16])[C:8]([OH:10])=[O:9])([CH3:4])([CH3:3])[CH3:2].[CH2:19]([NH:21]C(C)CC(C)C)[CH3:20].BrCC#N.C(OCC)(=O)C. (4) Given the product [O:1]1[CH:5]=[CH:4][CH:3]=[C:2]1[C:10]1[CH:15]=[N:14][C:13]([N:16]2[CH:22]3[CH2:23][CH2:24][N:19]([CH2:20][CH2:21]3)[CH2:18][CH2:17]2)=[N:12][CH:11]=1, predict the reactants needed to synthesize it. The reactants are: [O:1]1[CH:5]=[CH:4][CH:3]=[C:2]1B(O)O.Br[C:10]1[CH:11]=[N:12][C:13]([N:16]2[CH:22]3[CH2:23][CH2:24][N:19]([CH2:20][CH2:21]3)[CH2:18][CH2:17]2)=[N:14][CH:15]=1. (5) Given the product [CH3:3][CH:4]([CH3:34])/[CH:5]=[CH:6]\[C@@H:7]([N:13]1[CH2:18][CH2:17][C@@H:16]([CH2:19][C:20]([OH:22])=[O:21])[CH2:15][C@H:14]1[C:24]1[CH:25]=[CH:26][C:27]([C:30]([F:33])([F:32])[F:31])=[CH:28][CH:29]=1)[CH2:8][CH2:9][CH:10]([CH3:11])[CH3:12], predict the reactants needed to synthesize it. The reactants are: [Li+].[OH-].[CH3:3][CH:4]([CH3:34])/[CH:5]=[CH:6]\[C@@H:7]([N:13]1[CH2:18][CH2:17][C@@H:16]([CH2:19][C:20]([O:22]C)=[O:21])[CH2:15][C@H:14]1[C:24]1[CH:29]=[CH:28][C:27]([C:30]([F:33])([F:32])[F:31])=[CH:26][CH:25]=1)[CH2:8][CH2:9][CH:10]([CH3:12])[CH3:11].Cl. (6) Given the product [CH3:1][N:2]1[CH:6]=[C:5]([NH:7][S:25]([C:19]2[CH:24]=[CH:23][CH:22]=[CH:21][CH:20]=2)(=[O:27])=[O:26])[CH:4]=[C:3]1[C:10]([OH:12])=[O:11], predict the reactants needed to synthesize it. The reactants are: [CH3:1][N:2]1[CH:6]=[C:5]([N+:7]([O-])=O)[CH:4]=[C:3]1[C:10]([OH:12])=[O:11].C(=O)([O-])[O-].[Na+].[Na+].[C:19]1([S:25](Cl)(=[O:27])=[O:26])[CH:24]=[CH:23][CH:22]=[CH:21][CH:20]=1. (7) Given the product [CH:1]1([C:4]2[CH:5]=[C:6]([NH2:11])[C:7]([NH2:8])=[CH:9][CH:10]=2)[CH2:3][CH2:2]1, predict the reactants needed to synthesize it. The reactants are: [CH:1]1([C:4]2[CH:10]=[CH:9][C:7]([NH2:8])=[C:6]([N+:11]([O-])=O)[CH:5]=2)[CH2:3][CH2:2]1.[Cl-].[NH4+].